From a dataset of NCI-60 drug combinations with 297,098 pairs across 59 cell lines. Regression. Given two drug SMILES strings and cell line genomic features, predict the synergy score measuring deviation from expected non-interaction effect. (1) Drug 1: CC(CN1CC(=O)NC(=O)C1)N2CC(=O)NC(=O)C2. Drug 2: C1=CC=C(C=C1)NC(=O)CCCCCCC(=O)NO. Cell line: NCIH23. Synergy scores: CSS=16.4, Synergy_ZIP=-7.15, Synergy_Bliss=-3.93, Synergy_Loewe=-5.32, Synergy_HSA=-1.24. (2) Drug 1: CCC1=CC2CC(C3=C(CN(C2)C1)C4=CC=CC=C4N3)(C5=C(C=C6C(=C5)C78CCN9C7C(C=CC9)(C(C(C8N6C)(C(=O)OC)O)OC(=O)C)CC)OC)C(=O)OC.C(C(C(=O)O)O)(C(=O)O)O. Drug 2: CNC(=O)C1=NC=CC(=C1)OC2=CC=C(C=C2)NC(=O)NC3=CC(=C(C=C3)Cl)C(F)(F)F. Cell line: 786-0. Synergy scores: CSS=44.8, Synergy_ZIP=-2.01, Synergy_Bliss=2.15, Synergy_Loewe=0.290, Synergy_HSA=5.09. (3) Drug 1: CS(=O)(=O)C1=CC(=C(C=C1)C(=O)NC2=CC(=C(C=C2)Cl)C3=CC=CC=N3)Cl. Drug 2: CN(C(=O)NC(C=O)C(C(C(CO)O)O)O)N=O. Cell line: NCI-H226. Synergy scores: CSS=0.142, Synergy_ZIP=-2.84, Synergy_Bliss=-5.60, Synergy_Loewe=-9.06, Synergy_HSA=-6.04.